Dataset: Catalyst prediction with 721,799 reactions and 888 catalyst types from USPTO. Task: Predict which catalyst facilitates the given reaction. (1) Reactant: [ClH:1].O1CCOCC1.[C:8]([C:10]1([CH2:23][OH:24])[CH2:15][CH2:14][N:13](C(OC(C)(C)C)=O)[CH2:12][CH2:11]1)#[N:9]. Product: [ClH:1].[OH:24][CH2:23][C:10]1([C:8]#[N:9])[CH2:15][CH2:14][NH:13][CH2:12][CH2:11]1. The catalyst class is: 12. (2) Reactant: [Cl:1][C:2]1[CH:7]=[C:6]([F:8])[CH:5]=[CH:4][C:3]=1[C@H:9]1[C:14]([C:15]([O:17][C@H:18]([CH3:24])[C:19]([O:21][CH2:22][CH3:23])=[O:20])=[O:16])=[C:13]([CH3:25])[NH:12][C:11]([C:26]2[S:27][CH:28]=[CH:29][N:30]=2)=[N:10]1.C1C(=O)N([Br:38])C(=O)C1. Product: [Cl:1][C:2]1[CH:7]=[C:6]([F:8])[CH:5]=[CH:4][C:3]=1[C@H:9]1[C:14]([C:15]([O:17][C@H:18]([CH3:24])[C:19]([O:21][CH2:22][CH3:23])=[O:20])=[O:16])=[C:13]([CH2:25][Br:38])[NH:12][C:11]([C:26]2[S:27][CH:28]=[CH:29][N:30]=2)=[N:10]1. The catalyst class is: 717. (3) Reactant: Cl[CH2:2][C:3]1[CH:21]=[CH:20][C:6]([O:7][CH2:8][C:9]2[N:10]=[C:11]([C:15]3[O:16][CH:17]=[CH:18][CH:19]=3)[O:12][C:13]=2[CH3:14])=[CH:5][CH:4]=1.[OH:22][C:23]1[CH:28]=[CH:27][CH:26]=[CH:25][C:24]=1[CH2:29][C:30]([O:32]C)=[O:31].C(=O)([O-])[O-].[K+].[K+].Cl. Product: [O:16]1[CH:17]=[CH:18][CH:19]=[C:15]1[C:11]1[O:12][C:13]([CH3:14])=[C:9]([CH2:8][O:7][C:6]2[CH:20]=[CH:21][C:3]([CH2:2][O:22][C:23]3[CH:28]=[CH:27][CH:26]=[CH:25][C:24]=3[CH2:29][C:30]([OH:32])=[O:31])=[CH:4][CH:5]=2)[N:10]=1. The catalyst class is: 9. (4) Reactant: [Br:1][C:2]1[CH:7]=[CH:6][C:5]([CH:8]([C:13]2[CH:18]=[CH:17][C:16]([Cl:19])=[CH:15][CH:14]=2)[CH2:9][C:10](O)=[O:11])=[CH:4][CH:3]=1.CN.Cl.[CH3:23][N:24](C)CCCC(N=C=N)C. Product: [Br:1][C:2]1[CH:7]=[CH:6][C:5]([CH:8]([C:13]2[CH:18]=[CH:17][C:16]([Cl:19])=[CH:15][CH:14]=2)[CH2:9][C:10]([NH:24][CH3:23])=[O:11])=[CH:4][CH:3]=1. The catalyst class is: 4. (5) Reactant: [OH-].[K+].CS(C)=O.[C:7]([O:11][C:12]([N:14]1[C@@H:18]([CH2:19][C:20]2[CH:25]=[CH:24][C:23]([OH:26])=[CH:22][CH:21]=2)[CH2:17][O:16][C:15]1([CH3:28])[CH3:27])=[O:13])([CH3:10])([CH3:9])[CH3:8].Cl[C:30]1[CH:31]=[C:32]([CH:36]=[CH:37][N:38]=1)[C:33]([NH2:35])=[O:34]. Product: [C:7]([O:11][C:12]([N:14]1[C@@H:18]([CH2:19][C:20]2[CH:21]=[CH:22][C:23]([O:26][C:30]3[CH:31]=[C:32]([C:33](=[O:34])[NH2:35])[CH:36]=[CH:37][N:38]=3)=[CH:24][CH:25]=2)[CH2:17][O:16][C:15]1([CH3:28])[CH3:27])=[O:13])([CH3:10])([CH3:8])[CH3:9]. The catalyst class is: 6. (6) Reactant: [F:1][C:2]1[CH:41]=[CH:40][CH:39]=[C:38]([N+:42]([O-])=O)[C:3]=1/[CH:4]=[CH:5]/[C@H:6]1[CH2:13][N:12]([C:14]([O:16][C:17]([CH3:20])([CH3:19])[CH3:18])=[O:15])[CH2:11][C:8]2([CH2:10][CH2:9]2)[N:7]1[C:21]([O:23][CH2:24][CH:25]1[C:37]2[CH:36]=[CH:35][CH:34]=[CH:33][C:32]=2[C:31]2[C:26]1=[CH:27][CH:28]=[CH:29][CH:30]=2)=[O:22]. Product: [NH2:42][C:38]1[CH:39]=[CH:40][CH:41]=[C:2]([F:1])[C:3]=1[CH2:4][CH2:5][C@H:6]1[CH2:13][N:12]([C:14]([O:16][C:17]([CH3:20])([CH3:18])[CH3:19])=[O:15])[CH2:11][C:8]2([CH2:10][CH2:9]2)[N:7]1[C:21]([O:23][CH2:24][CH:25]1[C:37]2[CH:36]=[CH:35][CH:34]=[CH:33][C:32]=2[C:31]2[C:26]1=[CH:27][CH:28]=[CH:29][CH:30]=2)=[O:22]. The catalyst class is: 320. (7) Reactant: CC([O:4][CH2:5][CH2:6][N:7]1[C:20]2[C:15](=[CH:16][C:17]([CH2:21][CH:22]3[CH2:29][CH2:28][CH2:27][CH2:26][CH2:25][CH2:24][CH2:23]3)=[CH:18][CH:19]=2)[C:9]2([CH2:14][CH2:13][NH:12][CH2:11][CH2:10]2)[C:8]1=[O:30])=O.C[O-].[Na+]. Product: [OH:4][CH2:5][CH2:6][N:7]1[C:20]2[C:15](=[CH:16][C:17]([CH2:21][CH:22]3[CH2:29][CH2:28][CH2:27][CH2:26][CH2:25][CH2:24][CH2:23]3)=[CH:18][CH:19]=2)[C:9]2([CH2:10][CH2:11][NH:12][CH2:13][CH2:14]2)[C:8]1=[O:30]. The catalyst class is: 5.